The task is: Regression. Given a peptide amino acid sequence and an MHC pseudo amino acid sequence, predict their binding affinity value. This is MHC class II binding data.. This data is from Peptide-MHC class II binding affinity with 134,281 pairs from IEDB. (1) The peptide sequence is GIFLSVAAGNEAENA. The MHC is DRB1_1602 with pseudo-sequence DRB1_1602. The binding affinity (normalized) is 0.607. (2) The peptide sequence is QRPFQYILLVLGIAL. The MHC is DRB1_0701 with pseudo-sequence DRB1_0701. The binding affinity (normalized) is 0. (3) The peptide sequence is KFITHSVTFSEINKA. The MHC is HLA-DQA10101-DQB10501 with pseudo-sequence HLA-DQA10101-DQB10501. The binding affinity (normalized) is 0.263. (4) The peptide sequence is IQGNVTSIHSLLDEG. The MHC is DRB4_0103 with pseudo-sequence DRB4_0103. The binding affinity (normalized) is 0.574. (5) The peptide sequence is EKKYFAATQFEPLRA. The MHC is DRB1_1602 with pseudo-sequence DRB1_1602. The binding affinity (normalized) is 0.608. (6) The peptide sequence is SYDHSKWGPTMSPAL. The MHC is DRB1_0101 with pseudo-sequence DRB1_0101. The binding affinity (normalized) is 0.479. (7) The binding affinity (normalized) is 0.213. The peptide sequence is VDPTDYFRNEQSIPP. The MHC is HLA-DQA10301-DQB10302 with pseudo-sequence HLA-DQA10301-DQB10302. (8) The peptide sequence is VLAPTRVVLSEMKEA. The MHC is DRB1_0801 with pseudo-sequence DRB1_0801. The binding affinity (normalized) is 0.526.